From a dataset of Forward reaction prediction with 1.9M reactions from USPTO patents (1976-2016). Predict the product of the given reaction. (1) Given the reactants [CH3:1][CH2:2][C:3](=O)[CH2:4][C:5](=O)[CH2:6][CH3:7].[NH2:10][C:11]1[N:15]=[C:14]([S:16][CH3:17])[NH:13][N:12]=1, predict the reaction product. The product is: [CH2:2]([C:3]1[CH:4]=[C:5]([CH2:6][CH3:7])[N:12]2[N:13]=[C:14]([S:16][CH3:17])[N:15]=[C:11]2[N:10]=1)[CH3:1]. (2) Given the reactants [NH2:1][C:2]1[S:3][C:4]([C:12]2[CH:13]=[CH:14]C(=O)N(C)[CH:17]=2)=[C:5]([C:7]2[O:8][CH:9]=[CH:10][CH:11]=2)[N:6]=1.[C:20]([OH:28])(=O)[C:21]1[CH:26]=[CH:25][N:24]=[CH:23][CH:22]=1.C1CN([P+](ON2N=[N:53][C:48]3C=CC=CC2=3)(N2CCCC2)N2CCCC2)CC1.F[P-](F)(F)(F)(F)F.[CH2:62]([N:64]([CH2:67][CH3:68])[CH2:65][CH3:66])C.CN([CH:72]=[O:73])C, predict the reaction product. The product is: [O:8]1[CH:9]=[CH:10][CH:11]=[C:7]1[C:5]1[N:6]=[C:2]([NH:1][C:20]([C:21]2[CH:22]=[CH:23][N:24]=[C:25]([CH2:62][N:64]3[CH2:67][CH2:68][CH:72]([OH:73])[CH2:66][CH2:65]3)[CH:26]=2)=[O:28])[S:3][C:4]=1[C:12]1[CH:17]=[CH:48][N:53]=[CH:14][CH:13]=1.